From a dataset of Catalyst prediction with 721,799 reactions and 888 catalyst types from USPTO. Predict which catalyst facilitates the given reaction. (1) Reactant: [C:1]1([N:7]2[C:12](=[O:13])[C:11]3[S:14][CH:15]=[C:16]([C:17]4[CH:22]=[CH:21][CH:20]=[CH:19][CH:18]=4)[C:10]=3[N:9]=[CH:8]2)[CH:6]=[CH:5][CH:4]=[CH:3][CH:2]=1.N[C:24]1[C:28](C2C=CC=CC=2)=CS[C:25]=1C(OC)=O.C(OCC)(OCC)OCC.C(C1CCC(N)CC1)(C)C. Product: [CH:24]([CH:4]1[CH2:5][CH2:6][CH:1]([N:7]2[C:12](=[O:13])[C:11]3[S:14][CH:15]=[C:16]([C:17]4[CH:18]=[CH:19][CH:20]=[CH:21][CH:22]=4)[C:10]=3[N:9]=[CH:8]2)[CH2:2][CH2:3]1)([CH3:28])[CH3:25]. The catalyst class is: 15. (2) Product: [CH2:6]([O:8][C:9](=[O:18])[CH:10]([Cl:4])[C:11](=[O:17])[C:12]([CH3:16])([CH3:15])[CH:13]=[CH2:14])[CH3:7]. Reactant: S(Cl)([Cl:4])(=O)=O.[CH2:6]([O:8][C:9](=[O:18])[CH2:10][C:11](=[O:17])[C:12]([CH3:16])([CH3:15])[CH:13]=[CH2:14])[CH3:7]. The catalyst class is: 22. (3) Product: [Cl:5][S:6]([C:9]1[CH:10]=[C:11]([CH:15]=[C:16]([F:18])[CH:17]=1)[C:12]([Cl:3])=[O:13])(=[O:8])=[O:7]. Reactant: S(Cl)([Cl:3])=O.[Cl:5][S:6]([C:9]1[CH:10]=[C:11]([CH:15]=[C:16]([F:18])[CH:17]=1)[C:12](O)=[O:13])(=[O:8])=[O:7]. The catalyst class is: 9. (4) Reactant: C([O:5][C:6](=[O:26])[CH:7]([CH2:17][C:18]1[CH:23]=[CH:22][C:21]([Br:24])=[CH:20][C:19]=1[F:25])[CH2:8][NH:9][C:10]([O:12][C:13]([CH3:16])([CH3:15])[CH3:14])=[O:11])(C)(C)C. Product: [Br:24][C:21]1[CH:22]=[CH:23][C:18]([CH2:17][CH:7]([CH2:8][NH:9][C:10]([O:12][C:13]([CH3:15])([CH3:16])[CH3:14])=[O:11])[C:6]([OH:26])=[O:5])=[C:19]([F:25])[CH:20]=1. The catalyst class is: 24. (5) Reactant: [C:1]1([CH:7]2[CH2:12][CH2:11][NH:10][CH2:9][CH2:8]2)[CH:6]=[CH:5][CH:4]=[CH:3][CH:2]=1.CCN(C(C)C)C(C)C.[Br:22][C:23]1[C:24](Cl)=[C:25]([C:31](=[O:38])[C:32]([O:34][CH:35]([CH3:37])[CH3:36])=[O:33])[C:26]([CH3:30])=[N:27][C:28]=1[CH3:29]. Product: [Br:22][C:23]1[C:24]([N:10]2[CH2:9][CH2:8][CH:7]([C:1]3[CH:6]=[CH:5][CH:4]=[CH:3][CH:2]=3)[CH2:12][CH2:11]2)=[C:25]([C:31](=[O:38])[C:32]([O:34][CH:35]([CH3:36])[CH3:37])=[O:33])[C:26]([CH3:30])=[N:27][C:28]=1[CH3:29]. The catalyst class is: 23. (6) Reactant: [BrH:1].[CH2:2]([N:4]1[CH2:9][CH2:8][CH2:7][CH:6]([CH2:10]O)[CH2:5]1)[CH3:3].O.C(=O)([O-])[O-].[K+].[K+]. Product: [Br:1][CH2:10][CH:6]1[CH2:7][CH2:8][CH2:9][N:4]([CH2:2][CH3:3])[CH2:5]1. The catalyst class is: 4. (7) Reactant: [OH:1][CH2:2][C:3]1([CH2:32][OH:33])[CH2:6][C:5]([CH2:29][C:30]#[N:31])([N:7]2[CH:11]=[C:10]([C:12]3[C:13]4[CH:20]=[CH:19][N:18]([CH2:21][O:22][CH2:23][CH2:24][Si:25]([CH3:28])([CH3:27])[CH3:26])[C:14]=4[N:15]=[CH:16][N:17]=3)[CH:9]=[N:8]2)[CH2:4]1.C(N(CC)CC)C.[CH3:41][S:42](Cl)(=[O:44])=[O:43]. Product: [CH3:41][S:42]([O:33][CH2:32][C:3]1([CH2:2][O:1][S:42]([CH3:41])(=[O:44])=[O:43])[CH2:4][C:5]([CH2:29][C:30]#[N:31])([N:7]2[CH:11]=[C:10]([C:12]3[C:13]4[CH:20]=[CH:19][N:18]([CH2:21][O:22][CH2:23][CH2:24][Si:25]([CH3:27])([CH3:28])[CH3:26])[C:14]=4[N:15]=[CH:16][N:17]=3)[CH:9]=[N:8]2)[CH2:6]1)(=[O:44])=[O:43]. The catalyst class is: 4. (8) Reactant: Cl.C(N=C=NCCCN(C)C)C.Cl.[CH3:14][O:15][C:16]([C:18]1([NH2:24])[CH2:23][CH2:22][CH2:21][CH2:20][CH2:19]1)=[O:17].ON1C2C=CC=CC=2N=N1.[O:35]1[CH:39]=[CH:38][C:37]([C:40](O)=[O:41])=[CH:36]1.C(N(CC)CC)C. Product: [CH3:14][O:15][C:16]([C:18]1([NH:24][C:40]([C:37]2[CH:38]=[CH:39][O:35][CH:36]=2)=[O:41])[CH2:19][CH2:20][CH2:21][CH2:22][CH2:23]1)=[O:17]. The catalyst class is: 2. (9) Reactant: [OH:1][C@H:2]([CH2:38][OH:39])[CH2:3][O:4][C:5]1[CH:10]=[CH:9][C:8]([C@@H:11]2[C:15](=[O:16])[N:14]([C@@H:17]([C@H:29]([C:31]3[CH:36]=[CH:35][CH:34]=[CH:33][CH:32]=3)[CH3:30])[C:18]([NH:20][C:21]3[CH:26]=[CH:25][C:24]([I:27])=[CH:23][C:22]=3[F:28])=[O:19])[C:13](=[O:37])[NH:12]2)=[CH:7][CH:6]=1. Product: [OH:1][C@H:2]([CH2:38][OH:39])[CH2:3][O:4][C:5]1[CH:6]=[CH:7][C:8]([C@H:11]2[C:15](=[O:16])[N:14]([C@@H:17]([C@H:29]([C:31]3[CH:32]=[CH:33][CH:34]=[CH:35][CH:36]=3)[CH3:30])[C:18]([NH:20][C:21]3[CH:26]=[CH:25][C:24]([I:27])=[CH:23][C:22]=3[F:28])=[O:19])[C:13](=[O:37])[NH:12]2)=[CH:9][CH:10]=1. The catalyst class is: 5.